This data is from Forward reaction prediction with 1.9M reactions from USPTO patents (1976-2016). The task is: Predict the product of the given reaction. (1) Given the reactants [CH3:1][N:2]([C:4]1[CH:9]=[CH:8][CH:7]=[CH:6][CH:5]=1)[NH2:3].[OH:10][C:11]1[CH:18]=[C:17]([OH:19])[CH:16]=[CH:15][C:12]=1[CH:13]=O, predict the reaction product. The product is: [CH3:1][N:2]([C:4]1[CH:9]=[CH:8][CH:7]=[CH:6][CH:5]=1)[N:3]=[CH:13][C:12]1[CH:15]=[CH:16][C:17]([OH:19])=[CH:18][C:11]=1[OH:10]. (2) Given the reactants Br[C:2]1[CH:10]=[C:9]([C:11]([F:14])([F:13])[F:12])[CH:8]=[C:7]2[C:3]=1[CH:4]=[CH:5][NH:6]2.C([Li])CCC.CN(C)[CH:22]=[O:23], predict the reaction product. The product is: [F:12][C:11]([F:14])([F:13])[C:9]1[CH:10]=[C:2]([CH:22]=[O:23])[C:3]2[CH:4]=[CH:5][NH:6][C:7]=2[CH:8]=1. (3) Given the reactants [F:1][C:2]([F:11])([F:10])[C:3]1[N:8]=[CH:7][C:6]([NH2:9])=[CH:5][CH:4]=1.[C:12]([O:16][C:17]([N:19]1[CH2:24][CH2:23][C:22]([C:28]#[N:29])([C:25](O)=[O:26])[CH2:21][CH2:20]1)=[O:18])([CH3:15])([CH3:14])[CH3:13].CN(C(ON1N=NC2C=CC=NC1=2)=[N+](C)C)C.F[P-](F)(F)(F)(F)F.CCN(C(C)C)C(C)C, predict the reaction product. The product is: [C:28]([C:22]1([C:25](=[O:26])[NH:9][C:6]2[CH:7]=[N:8][C:3]([C:2]([F:1])([F:10])[F:11])=[CH:4][CH:5]=2)[CH2:23][CH2:24][N:19]([C:17]([O:16][C:12]([CH3:13])([CH3:14])[CH3:15])=[O:18])[CH2:20][CH2:21]1)#[N:29]. (4) Given the reactants [Cl:1][C:2]1[CH:3]=[C:4]([F:31])[C:5]([C:25]2[N:29]=[C:28]([CH3:30])[O:27][N:26]=2)=[C:6]([C:8]2[CH:9]=[C:10]3[C:14](=[CH:15][CH:16]=2)[C@@H:13]([NH:17][C:18]([C:20]2([NH2:24])[CH2:23][O:22][CH2:21]2)=[O:19])[CH2:12][CH2:11]3)[CH:7]=1.[CH3:32][C:33]1[CH:37]=[C:36]([C:38](O)=[O:39])[O:35][N:34]=1, predict the reaction product. The product is: [Cl:1][C:2]1[CH:3]=[C:4]([F:31])[C:5]([C:25]2[N:29]=[C:28]([CH3:30])[O:27][N:26]=2)=[C:6]([C:8]2[CH:9]=[C:10]3[C:14](=[CH:15][CH:16]=2)[C@@H:13]([NH:17][C:18]([C:20]2([NH:24][C:38]([C:36]4[O:35][N:34]=[C:33]([CH3:32])[CH:37]=4)=[O:39])[CH2:21][O:22][CH2:23]2)=[O:19])[CH2:12][CH2:11]3)[CH:7]=1. (5) The product is: [Br:1][C:2]1[N:3]=[C:4]([C:21]2[S:22][C:23]3[C:29]([C:30]4[CH:31]=[CH:32][C:33]([Cl:36])=[CH:34][CH:35]=4)=[C:28]([C@H:37]([O:43][C:44]([CH3:47])([CH3:46])[CH3:45])[C:38]([O:40][CH2:41][CH3:42])=[O:39])[C:27]([CH3:48])=[CH:26][C:24]=3[N:25]=2)[S:5][CH:6]=1. Given the reactants [Br:1][C:2]1[N:3]=[C:4]([Sn](CCCC)(CCCC)CCCC)[S:5][CH:6]=1.Br[C:21]1[S:22][C:23]2[C:29]([C:30]3[CH:35]=[CH:34][C:33]([Cl:36])=[CH:32][CH:31]=3)=[C:28]([C@H:37]([O:43][C:44]([CH3:47])([CH3:46])[CH3:45])[C:38]([O:40][CH2:41][CH3:42])=[O:39])[C:27]([CH3:48])=[CH:26][C:24]=2[N:25]=1.[Li+].[Cl-], predict the reaction product. (6) Given the reactants [Br:1][C:2]1[CH:7]=[C:6]([F:8])[C:5]([C:9](=O)[CH:10]=[CH:11][N:12](C)[CH3:13])=[C:4]([F:16])[CH:3]=1.C[NH:18]N, predict the reaction product. The product is: [Br:1][C:2]1[CH:7]=[C:6]([F:8])[C:5]([C:9]2[CH:10]=[CH:11][N:12]([CH3:13])[N:18]=2)=[C:4]([F:16])[CH:3]=1.